From a dataset of Forward reaction prediction with 1.9M reactions from USPTO patents (1976-2016). Predict the product of the given reaction. (1) Given the reactants [NH2:1][C:2]1[C:7]([OH:8])=[CH:6][CH:5]=[CH:4][N:3]=1.O.[C:10]1([CH3:20])C=CC(S(O)(=O)=O)=CC=1.C(Cl)(Cl)[Cl:22], predict the reaction product. The product is: [Cl:22][CH2:10][C:20]1[O:8][C:7]2[C:2]([N:1]=1)=[N:3][CH:4]=[CH:5][CH:6]=2. (2) Given the reactants [O:1]1[CH2:3][CH:2]1[CH2:4][O:5][C:6]1[CH:21]=[CH:20][CH:19]=[CH:18][C:7]=1[C:8]([NH:10][C:11]1[CH:16]=[CH:15][C:14]([CH3:17])=[CH:13][CH:12]=1)=[O:9].[C:22]12([CH2:32][NH2:33])[CH2:31][CH:26]3[CH2:27][CH:28]([CH2:30][CH:24]([CH2:25]3)[CH2:23]1)[CH2:29]2, predict the reaction product. The product is: [C:22]12([CH2:32][NH:33][CH2:3][CH:2]([OH:1])[CH2:4][O:5][C:6]3[CH:21]=[CH:20][CH:19]=[CH:18][C:7]=3[C:8]([NH:10][C:11]3[CH:16]=[CH:15][C:14]([CH3:17])=[CH:13][CH:12]=3)=[O:9])[CH2:29][CH:28]3[CH2:27][CH:26]([CH2:25][CH:24]([CH2:30]3)[CH2:23]1)[CH2:31]2. (3) Given the reactants I[C@@H:2]1[C@@H:8]2[CH2:9][C@@H:5]([C:6](=[O:10])[O:7]2)[CH2:4][CH2:3]1.[OH-].[Na+].[CH2:13]([OH:15])[CH3:14], predict the reaction product. The product is: [O:15]1[C@H:2]2[C@@H:13]1[CH2:14][C@@H:5]([C:6]([O:7][CH2:8][CH3:9])=[O:10])[CH2:4][CH2:3]2. (4) Given the reactants C[O:2][C:3](=[O:21])[CH:4]=[CH:5][C:6]1[CH:11]=[CH:10][C:9]([C:12]([CH3:15])([CH3:14])[CH3:13])=[CH:8][C:7]=1[NH:16][CH2:17][CH:18]([CH3:20])[CH3:19].[OH-].[Na+].Cl, predict the reaction product. The product is: [C:12]([C:9]1[CH:10]=[CH:11][C:6]([CH:5]=[CH:4][C:3]([OH:21])=[O:2])=[C:7]([NH:16][CH2:17][CH:18]([CH3:20])[CH3:19])[CH:8]=1)([CH3:15])([CH3:14])[CH3:13]. (5) Given the reactants [C:1]([C:4]1[C:5](=[O:15])[N:6]([CH2:12][CH:13]=[CH2:14])[C:7]([CH3:11])=[CH:8][C:9]=1[OH:10])(=[O:3])[CH3:2].[CH2:16]([OH:18])[CH3:17], predict the reaction product. The product is: [CH2:12]([N:6]1[C:7]([CH3:11])=[CH:8][C:9]([OH:10])=[C:4]([C:1](=[O:3])[CH:2]=[CH:8][C:9]2[CH:4]=[CH:1][CH:2]=[C:16]([O:18][CH2:11][C:7]#[N:6])[CH:17]=2)[C:5]1=[O:15])[CH:13]=[CH2:14]. (6) Given the reactants [H-].[Na+].[CH3:3][O:4][CH2:5][CH2:6][OH:7].[CH2:8]([O:15][C:16]1[C:21]([CH3:22])=[CH:20][C:19]([C:23]2[NH:32][C:31](=[O:33])[C:30]3[C:25](=[CH:26][C:27](F)=[CH:28][C:29]=3[O:34][CH3:35])[N:24]=2)=[CH:18][C:17]=1[CH3:37])[C:9]1[CH:14]=[CH:13][CH:12]=[CH:11][CH:10]=1, predict the reaction product. The product is: [CH2:8]([O:15][C:16]1[C:21]([CH3:22])=[CH:20][C:19]([C:23]2[NH:32][C:31](=[O:33])[C:30]3[C:25](=[CH:26][C:27]([O:7][CH2:6][CH2:5][O:4][CH3:3])=[CH:28][C:29]=3[O:34][CH3:35])[N:24]=2)=[CH:18][C:17]=1[CH3:37])[C:9]1[CH:14]=[CH:13][CH:12]=[CH:11][CH:10]=1. (7) Given the reactants [CH3:1][C:2]1[CH:7]=[CH:6][N:5]=[CH:4][C:3]=1[C:8](=[S:10])[NH2:9].[Cl:11][CH2:12][C:13](=O)[CH2:14][C:15]1[CH:20]=[CH:19][C:18]([Cl:21])=[CH:17][CH:16]=1, predict the reaction product. The product is: [CH3:1][C:2]1[CH:7]=[CH:6][N:5]=[CH:4][C:3]=1[C:8]1[S:10][CH:12]=[C:13]([CH2:14][C:15]2[CH:20]=[CH:19][C:18]([Cl:21])=[CH:17][CH:16]=2)[N:9]=1.[ClH:11].[CH3:1][C:2]1[CH:7]=[CH:6][N:5]=[CH:4][C:3]=1[C:8]1[S:10][CH:12]=[C:13]([CH2:14][C:15]2[CH:20]=[CH:19][C:18]([Cl:21])=[CH:17][CH:16]=2)[N:9]=1.